This data is from Forward reaction prediction with 1.9M reactions from USPTO patents (1976-2016). The task is: Predict the product of the given reaction. (1) Given the reactants [Si:1]([O:14][CH2:15][CH2:16]C)([O:10][CH2:11][CH2:12]C)([O:6][CH2:7][CH2:8]C)[O:2][CH2:3][CH2:4]C.[Si](OC(C)C)(OC(C)C)(OC(C)C)OC(C)C.[Si](OCCOC)(OCCOC)(OCCOC)OCCOC.C[Si](OC)(OC)OC.C[Si](OCCOC)(OCCOC)OCCOC.ClC[Si](OCC)(OCC)OCC.C=C[Si](OCCOC)(OCCOC)OCCOC, predict the reaction product. The product is: [Si:1]([O:6][CH2:7][CH3:8])([O:10][CH2:11][CH3:12])([O:14][CH2:15][CH3:16])[O:2][CH2:3][CH3:4]. (2) Given the reactants COC([C@H:5]1[C:10](=[O:11])[CH2:9][C@H:8]([CH2:12][CH2:13][CH3:14])[NH:7][C@@H:6]1[CH2:15][CH2:16][CH3:17])=O.[NH4+].[Cl-], predict the reaction product. The product is: [CH2:15]([C@@H:6]1[CH2:5][C:10](=[O:11])[CH2:9][C@H:8]([CH2:12][CH2:13][CH3:14])[NH:7]1)[CH2:16][CH3:17]. (3) Given the reactants [OH-].[Mg+2:2].[OH-].[NH2:4][C@H:5]([C:13]([OH:15])=[O:14])[CH2:6][CH2:7][CH2:8][NH:9][C:10](=[NH:12])[NH2:11].O, predict the reaction product. The product is: [NH2:4][C@H:5]([C:13]([O-:15])=[O:14])[CH2:6][CH2:7][CH2:8][NH:9][C:10](=[NH:11])[NH2:12].[Mg+2:2].[NH2:4][C@H:5]([C:13]([O-:15])=[O:14])[CH2:6][CH2:7][CH2:8][NH:9][C:10](=[NH:11])[NH2:12]. (4) Given the reactants [OH-].[Na+].[CH2:3]([O:6][C@@H:7]([CH3:25])[CH2:8][C@@H:9]([CH3:24])[CH:10]([NH:16][C:17]([O:19][C:20]([CH3:23])([CH3:22])[CH3:21])=[O:18])[C:11]([O:13]CC)=[O:12])[CH:4]=[CH2:5], predict the reaction product. The product is: [CH2:3]([O:6][C@@H:7]([CH3:25])[CH2:8][C@@H:9]([CH3:24])[CH:10]([NH:16][C:17]([O:19][C:20]([CH3:23])([CH3:22])[CH3:21])=[O:18])[C:11]([OH:13])=[O:12])[CH:4]=[CH2:5]. (5) Given the reactants [F:1][C:2]1[CH:16]=[CH:15][C:5]2[C:6]([CH:9]3[CH2:14][CH2:13][NH:12][CH2:11][CH2:10]3)=[N:7][O:8][C:4]=2[CH:3]=1.Cl[CH2:18][CH2:19][C:20]1[C:25](=[O:26])[N:24]2[CH2:27][CH2:28][CH2:29][CH2:30][C:23]2=[N:22][C:21]=1[CH3:31].C(N(C(C)C)CC)(C)C, predict the reaction product. The product is: [F:1][C:2]1[CH:16]=[CH:15][C:5]2[C:6]([CH:9]3[CH2:10][CH2:11][N:12]([CH2:18][CH2:19][C:20]4[C:25](=[O:26])[N:24]5[CH2:27][CH2:28][CH2:29][CH2:30][C:23]5=[N:22][C:21]=4[CH3:31])[CH2:13][CH2:14]3)=[N:7][O:8][C:4]=2[CH:3]=1. (6) Given the reactants Cl[CH:2]([C:4]1[CH:13]=[C:12]2[C:7]([CH:8]=[CH:9][C:10](=[O:14])[O:11]2)=[CH:6][CH:5]=1)[CH3:3].Cl.[NH:16]1[CH2:21][CH2:20][CH:19]([NH:22][C:23]([C:25]2[O:26][C:27]3[C:32]([C:33](=[O:35])[CH:34]=2)=[CH:31][CH:30]=[C:29]([F:36])[CH:28]=3)=[O:24])[CH2:18][CH2:17]1.C([O-])([O-])=O.[Na+].[Na+], predict the reaction product. The product is: [F:36][C:29]1[CH:28]=[C:27]2[C:32]([C:33](=[O:35])[CH:34]=[C:25]([C:23]([NH:22][CH:19]3[CH2:20][CH2:21][N:16]([CH:2]([C:4]4[CH:13]=[C:12]5[C:7]([CH:8]=[CH:9][C:10](=[O:14])[O:11]5)=[CH:6][CH:5]=4)[CH3:3])[CH2:17][CH2:18]3)=[O:24])[O:26]2)=[CH:31][CH:30]=1. (7) Given the reactants [OH-].[K+].C([N:6]1[CH2:11][CH2:10][C:9]([CH:13]2[CH2:18][CH2:17][CH2:16][CH2:15][CH2:14]2)([OH:12])[CH2:8][CH2:7]1)(=O)C, predict the reaction product. The product is: [CH:13]1([C:9]2([OH:12])[CH2:10][CH2:11][NH:6][CH2:7][CH2:8]2)[CH2:14][CH2:15][CH2:16][CH2:17][CH2:18]1. (8) Given the reactants C[O:2][C:3]1[CH:4]=[C:5]([CH:22]=[CH:23][CH:24]=1)[CH2:6][N:7]([CH3:21])[C:8]1[CH:9]=[C:10]([C:14]2[CH:15]=[C:16]([OH:20])[CH:17]=[CH:18][CH:19]=2)[CH:11]=[N:12][CH:13]=1.B(Br)(Br)Br, predict the reaction product. The product is: [OH:2][C:3]1[CH:4]=[C:5]([CH:22]=[CH:23][CH:24]=1)[CH2:6][N:7]([CH3:21])[C:8]1[CH:9]=[C:10]([C:14]2[CH:15]=[C:16]([OH:20])[CH:17]=[CH:18][CH:19]=2)[CH:11]=[N:12][CH:13]=1.